From a dataset of Experimentally validated miRNA-target interactions with 360,000+ pairs, plus equal number of negative samples. Binary Classification. Given a miRNA mature sequence and a target amino acid sequence, predict their likelihood of interaction. (1) The miRNA is mmu-miR-129-1-3p with sequence AAGCCCUUACCCCAAAAAGUAU. The protein sequence of the target gene is MHQLFRLVLGQKDLSKAGDLFSLDDAEIEDSLTEALEQIKVISSSLDYQTNNNDQAVVEICITRITTAIRETESIEKHARALVGLWDSCLEHNLRPAGKDEDTPHAKIASDIMSCILQNYNRTPVMVLAVPIAVKFLHRGSKELCRNMSNYLSLAAITKADLLADHTEGIIKSILQGNAMLLRVLPAVYEKQPQPINRHLAELLALMSQLEQTEQYHLLRLLHVAAKRKDVEVVQKCVPFLIRNLKDSTYNDIILNILIEIAGHEPLALNSFLPMLKEIAEQFPYLTGQMARIFGAVGHV.... Result: 1 (interaction). (2) The miRNA is hsa-miR-4722-3p with sequence ACCUGCCAGCACCUCCCUGCAG. The protein sequence of the target gene is MALRGHPEPQPTNTPLSATVGGPISLFTQPRCHSAARDLVWSQAWPDPDVLEISMQTPGGSSCRKEAVLPRLRVTRPLVPEPAILPVCAARLAGSLATDLSRSHSLLPPWVDLKEPPPPSAPSLLLEDPGQGGCHGAQSCVGTCELANGARGFCPEMGQNESLSEERKGHESKRKSGGRGSPSSHPTQAS. Result: 1 (interaction). (3) The miRNA is mmu-miR-344g-5p with sequence AGUCAGGCUCCUGGCAGGAGU. Result: 0 (no interaction). The protein sequence of the target gene is MAGSSTGGGGVGETKVIYHLDEEETPYLVKIPVPAERITLGDFKSVLQRPAGAKYFFKSMDQDFGVVKEEISDDNARLPCFNGRVVSWLVSSDNPQPEMAPPVHEPRAELAPPAPPLPPLPPERTSGIGDSRPPSFHPNVSSSHENLEPETETESVVSLRRERPRRRDSSEHGAGGHRTGGPSRLERHLAGYESSSTLMTSELESTSLGDSDEEDTMSRFSSSTEQSSASRLLKRHRRRRKQRPPRLERTSSFSSVTDSTMSLNIITVTLNMEKYNFLGISIVGQSNERGDGGIYIGSIM....